From a dataset of Catalyst prediction with 721,799 reactions and 888 catalyst types from USPTO. Predict which catalyst facilitates the given reaction. (1) Reactant: CC([N:5]([C:9]1[C:10]([NH:21][C:22]([C:24]2[CH:29]=[CH:28][C:27]([CH2:30][NH:31][C:32]([O:34][CH2:35][C:36]3[CH:37]=[N:38][CH:39]=[CH:40][CH:41]=3)=[O:33])=[CH:26][CH:25]=2)=[O:23])=[N:11][C:12]([C:15]2[CH:20]=[CH:19][CH:18]=[CH:17][CH:16]=2)=[CH:13][CH:14]=1)C(=O)[O-])(C)C.Cl.O1CCOCC1. Product: [N:38]1[CH:39]=[CH:40][CH:41]=[C:36]([CH2:35][O:34][C:32](=[O:33])[NH:31][CH2:30][C:27]2[CH:26]=[CH:25][C:24]([C:22]([NH:21][C:10]3[C:9]([NH2:5])=[CH:14][CH:13]=[C:12]([C:15]4[CH:16]=[CH:17][CH:18]=[CH:19][CH:20]=4)[N:11]=3)=[O:23])=[CH:29][CH:28]=2)[CH:37]=1. The catalyst class is: 13. (2) Reactant: [Cl:1][C:2]1[CH:3]=[C:4]2[C:8](=[CH:9][CH:10]=1)[N:7]([CH2:11][C:12]([OH:14])=O)[C:6](=[O:15])[CH2:5]2.[C:16]([C:20]1[CH:26]=[CH:25][C:23]([NH2:24])=[CH:22][CH:21]=1)([CH3:19])([CH3:18])[CH3:17]. Product: [C:16]([C:20]1[CH:21]=[CH:22][C:23]([NH:24][C:12](=[O:14])[CH2:11][N:7]2[C:8]3[C:4](=[CH:3][C:2]([Cl:1])=[CH:10][CH:9]=3)[CH2:5][C:6]2=[O:15])=[CH:25][CH:26]=1)([CH3:19])([CH3:17])[CH3:18]. The catalyst class is: 59.